From a dataset of Forward reaction prediction with 1.9M reactions from USPTO patents (1976-2016). Predict the product of the given reaction. (1) Given the reactants [Cl:1][C:2]1[CH:21]=[CH:20][CH:19]=[C:18]([O:22]C)[C:3]=1[CH2:4][CH:5]1[CH2:9][CH2:8][N:7]([C@H:10]2[CH2:15][CH2:14][C@@H:13]([OH:16])[CH2:12][CH2:11]2)[C:6]1=[O:17].C(S)C.[Na].[Cl-].[NH4+], predict the reaction product. The product is: [Cl:1][C:2]1[CH:21]=[CH:20][CH:19]=[C:18]([OH:22])[C:3]=1[CH2:4][CH:5]1[CH2:9][CH2:8][N:7]([C@H:10]2[CH2:11][CH2:12][C@@H:13]([OH:16])[CH2:14][CH2:15]2)[C:6]1=[O:17]. (2) Given the reactants I.Br[CH:3]([CH2:5]CCCCC)[CH3:4].C[CH:12]([CH2:24][CH2:25]C)[CH2:13][CH2:14][CH2:15][CH2:16][CH2:17][CH2:18][CH2:19][CH2:20][C:21]([OH:23])=[O:22].C=O.[CH2:29](Br)CC, predict the reaction product. The product is: [CH2:4]([CH:20]([CH2:19][CH2:18][CH2:17][CH:16]([CH3:29])[CH2:15][CH2:14][CH2:13][CH2:12][CH2:24][CH3:25])[C:21]([OH:23])=[O:22])[CH2:3][CH3:5]. (3) Given the reactants O[CH2:2][CH:3]1[C:20]2[C@:15]([CH3:22])([CH:16]=[CH:17][C:18](=[O:21])[CH:19]=2)[C@@H:14]2[C@H:5]([C@H:6]3[C@@:10]([CH2:12][CH2:13]2)([CH3:11])[C:9](=[O:23])[CH2:8][CH2:7]3)[CH2:4]1.C12(CS(O)(=O)=O)C(C)(C)C(CC1)CC2=O.C(=O)(O)[O-].[Na+], predict the reaction product. The product is: [CH3:11][C@@:10]12[C:9](=[O:23])[CH2:8][CH2:7][C@H:6]1[C@@H:5]1[CH2:4][C:3]([C:20]3[C@@:15]([CH3:22])([C@H:14]1[CH2:13][CH2:12]2)[CH:16]=[CH:17][C:18](=[O:21])[CH:19]=3)=[CH2:2]. (4) Given the reactants [CH2:1]([N:3]([C:8]1[CH:13]=[C:12](F)[CH:11]=[CH:10][C:9]=1[N+:15]([O-:17])=[O:16])[S:4]([CH3:7])(=[O:6])=[O:5])[CH3:2].[N:18]1([C:25]([O:27][C:28]([CH3:31])([CH3:30])[CH3:29])=[O:26])[CH2:24][CH2:23][CH2:22][NH:21][CH2:20][CH2:19]1.C(=O)([O-])[O-].[K+].[K+].O, predict the reaction product. The product is: [CH2:1]([N:3]([S:4]([CH3:7])(=[O:6])=[O:5])[C:8]1[CH:13]=[C:12]([N:21]2[CH2:22][CH2:23][CH2:24][N:18]([C:25]([O:27][C:28]([CH3:31])([CH3:30])[CH3:29])=[O:26])[CH2:19][CH2:20]2)[CH:11]=[CH:10][C:9]=1[N+:15]([O-:17])=[O:16])[CH3:2].